From a dataset of Experimentally validated miRNA-target interactions with 360,000+ pairs, plus equal number of negative samples. Binary Classification. Given a miRNA mature sequence and a target amino acid sequence, predict their likelihood of interaction. (1) The miRNA is hsa-miR-548x-3p with sequence UAAAAACUGCAAUUACUUUC. The protein sequence of the target gene is MDSLEEPQKKVFKARKTMRVSDRQQLEAVYKVKEELLKTDVKLLNGNHENGDLDPTSPLENMDYIKDKEEVNGIEEICFDPEGSKAEWKETPCILSVNVKNKQDDDLNCEPLSPHNITPEPVSKLPAEPVSGDPAPGDLDAGDPASGVLASGDSTSGDPTSSEPSSSDAASGDATSGDAPSGDVSPGDATSGDATADDLSSGDPTSSDPIPGEPVPVEPISGDCAADDIASSEITSVDLASGAPASTDPASDDLASGDLSSSELASDDLATGELASDELTSESTFDRTFEPKSVPVCEPV.... Result: 1 (interaction). (2) The miRNA is hsa-miR-6077 with sequence GGGAAGAGCUGUACGGCCUUC. The protein sequence of the target gene is MAALTLRGVRELLKRVDLATVPRRHRYKKKWAATEPKFPAVRLALQNFDMTYSVQFGDLWPSIRVSLLSEQKYGALVNNFAAWDHVSAKLEQLSAKDFVNEAISHWELQSEGGQSAAPSPASWACSPNLRCFTFDRGDISRFPPARPGSLGVMEYYLMDAASLLPVLALGLQPGDIVLDLCAAPGGKTLALLQTGCCRNLAANDLSPSRIARLQKILHSYVPEEIRDGNQVRVTSWDGRKWGELEGDTYDRVLVDVPCTTDRHSLHEEENNIFKRSRKKERQILPVLQVQLLAAGLLATK.... Result: 1 (interaction). (3) The miRNA is hsa-miR-3150b-3p with sequence UGAGGAGAUCGUCGAGGUUGG. The protein sequence of the target gene is MNAAKVETSSMGMLQRADLTAADCLQEGEMGKKIQGKCFRIISTVSPVKLYCCYGVIMVLTVAVIALSVALSVRNKIPAMEDREPCYTACPSGWIGFGSKCFYFSEDMGNWTFSQSSCVASNSHLALFHSLEELNFLKRYKGTSDHWIGLHRASTQHPWIWTDNTEYSNLVLTRGGGECGFLSDNGISSGRSYTHRKWICSKFVSSCKSRVGSVPRHV. Result: 0 (no interaction). (4) The miRNA is mmu-miR-320-5p with sequence GCCUUCUCUUCCCGGUUCUUCC. The protein sequence of the target gene is MARAKLPRSPSEGKAGPGDTPAGAAAPEEPHGLSPLLPARGGGSVGSDVGQRVQVEFYVNENTFKERLKLFFIKNQRSSLRIRLFNFSLKLLTCLLYIVRVLLDNPDQGIGCWGCTKYNYTFNGSSSEFHWAPILWVERKMALWVIQVIVATISFLETMLIIYLSYKGNIWEQIFHVSFVLEMINTLPFIITVFWPPLRNLFIPVFLNCWLAKHALENMINDFHRAILRTQSAMFNQVLILFCTLLCLVFTGTCGIQHLERAGGNLNLLTSFYFCIVTFSTVGFGDVTPKIWPSQLLVVI.... Result: 0 (no interaction). (5) The miRNA is hsa-miR-4772-5p with sequence UGAUCAGGCAAAAUUGCAGACU. The protein sequence of the target gene is MQVEVQSLSLEECPWRLPGPQCECEALLPSGARRRIDLRLSGRAVAVWVHVRGGPGQFNLSYATGRHKKPNPHQNMNRGMEFIAPVSAPTKSGAPWHFLSQGPTDAQRAVRIRPGTRMGLSSDPVVGTLSSSYLDLLTLSYKPGRTVTSSYLNVRGHEVRKLQNSVEATRISRTDSS. Result: 0 (no interaction). (6) The miRNA is hsa-miR-1910-3p with sequence GAGGCAGAAGCAGGAUGACA. The protein sequence of the target gene is MAMHFIFSDTAVLLFDFWSVHSPAGMALSVLVLLLLAVLYEGIKVGKAKLLNQVLVNLPTSISQQTIAETDGDSAGSDSFPVGRTHHRWYLCHFGQSLIHVIQVVIGYFIMLAVMSYNTWIFLGVVLGSAVGYYLAYPLLSTA. Result: 0 (no interaction). (7) The miRNA is hsa-miR-212-5p with sequence ACCUUGGCUCUAGACUGCUUACU. The protein sequence of the target gene is MAPTIQTQAQREDGHRPNSHRTLPERSGVVCRVKYCNSLPDIPFDPKFITYPFDQNRFVQYKATSLEKQHKHDLLTEPDLGVTIDLINPDTYRIDPNVLLDPADEKLLEEEIQAPTSSKRSQQHAKVVPWMRKTEYISTEFNRYGISNEKPEVKIGVSVKQQFTEEEIYKDRDSQITAIEKTFEDAQKSISQHYSKPRVTPVEVMPVFPDFKMWINPCAQVIFDSDPAPKDTSGAAALEMMSQAMIRGMMDEEGNQFVAYFLPVEETLKKRKRDQEEEMDYAPDDVYDYKIAREYNWNVK.... Result: 0 (no interaction).